Dataset: Full USPTO retrosynthesis dataset with 1.9M reactions from patents (1976-2016). Task: Predict the reactants needed to synthesize the given product. (1) Given the product [CH3:1][O:2][C:3]1[CH:22]=[CH:21][C:6]([O:7][C:8]2[C:16]([CH3:17])=[CH:15][C:14]([N+:18]([O-:20])=[O:19])=[C:13]3[C:9]=2[CH2:10][CH2:11][CH2:12]3)=[CH:5][C:4]=1[CH:23]=[O:24], predict the reactants needed to synthesize it. The reactants are: [CH3:1][O:2][C:3]1[CH:22]=[CH:21][C:6]([O:7][C:8]2[C:16]([CH3:17])=[CH:15][C:14]([N+:18]([O-:20])=[O:19])=[C:13]3[C:9]=2[CH2:10][CH2:11][CH2:12]3)=[CH:5][CH:4]=1.[CH3:23][O:24]C(Cl)Cl. (2) Given the product [CH2:11]([C:13]1[CH:14]=[C:15]([CH:18]=[CH:19][CH:20]=1)[CH:16]=[O:23])[CH3:12], predict the reactants needed to synthesize it. The reactants are: [H-].C([Al+]CC(C)C)C(C)C.[CH2:11]([C:13]1[CH:14]=[C:15]([CH:18]=[CH:19][CH:20]=1)[C:16]#N)[CH3:12].C(O)(=[O:23])C.O.